From a dataset of Full USPTO retrosynthesis dataset with 1.9M reactions from patents (1976-2016). Predict the reactants needed to synthesize the given product. (1) Given the product [Br:10][CH2:8][C:4]1[CH:5]=[CH:6][CH:7]=[C:2]([Cl:1])[C:3]=1[I:9], predict the reactants needed to synthesize it. The reactants are: [Cl:1][C:2]1[CH:7]=[CH:6][CH:5]=[C:4]([CH3:8])[C:3]=1[I:9].[Br:10]N1C(=O)CCC1=O.C(OOC(=O)C1C=CC=CC=1)(=O)C1C=CC=CC=1. (2) Given the product [Cl:9][C:10]1[CH:11]=[CH:12][C:13]([C:16]2[N:8]=[CH:7][C:3]([C:4]([OH:6])=[O:5])=[N:2][C:17]=2[C:19]2[CH:20]=[CH:21][C:22]([Cl:25])=[CH:23][CH:24]=2)=[CH:14][CH:15]=1, predict the reactants needed to synthesize it. The reactants are: Cl.[NH2:2][CH:3]([CH2:7][NH2:8])[C:4]([OH:6])=[O:5].[Cl:9][C:10]1[CH:15]=[CH:14][C:13]([C:16](=O)[C:17]([C:19]2[CH:24]=[CH:23][C:22]([Cl:25])=[CH:21][CH:20]=2)=O)=[CH:12][CH:11]=1.[OH-].[Na+].